This data is from Reaction yield outcomes from USPTO patents with 853,638 reactions. The task is: Predict the reaction yield, written as a fraction of the theoretical maximum amount of product (1.0 means a 100% yield; for example, 0.34 means a 34% yield). (1) The reactants are [N:1]([C@@H:4]1[CH2:7][C@H:6]([N:8]2[CH:12]=[C:11]([NH:13][C:14](=[O:26])[CH2:15][C:16]3[C:25]4[C:20](=[CH:21][CH:22]=[CH:23][CH:24]=4)[CH:19]=[CH:18][CH:17]=3)[N:10]=[CH:9]2)[CH2:5]1)=[N+]=[N-].C1(P(C2C=CC=CC=2)C2C=CC=CC=2)C=CC=CC=1. The catalyst is O1CCCC1.O. The product is [NH2:1][C@@H:4]1[CH2:5][C@H:6]([N:8]2[CH:12]=[C:11]([NH:13][C:14](=[O:26])[CH2:15][C:16]3[C:25]4[C:20](=[CH:21][CH:22]=[CH:23][CH:24]=4)[CH:19]=[CH:18][CH:17]=3)[N:10]=[CH:9]2)[CH2:7]1. The yield is 0.950. (2) The reactants are C(OC([N:8]1[CH:13]([CH3:14])[CH2:12][N:11]([C:15](=[O:30])[C:16]2[CH:21]=[CH:20][C:19]([C:22]3[CH:23]=[N:24][C:25]([NH2:29])=[C:26]([OH:28])[CH:27]=3)=[CH:18][CH:17]=2)[CH2:10][CH:9]1[CH3:31])=O)(C)(C)C.Br[CH:33]([C:35]1[CH:40]=[CH:39][CH:38]=[C:37]([C:41]([F:44])([F:43])[F:42])[CH:36]=1)[CH3:34].[H-].[Na+]. The catalyst is CN(C=O)C. The product is [NH2:29][C:25]1[N:24]=[CH:23][C:22]([C:19]2[CH:20]=[CH:21][C:16]([C:15]([N:11]3[CH2:12][CH:13]([CH3:14])[NH:8][CH:9]([CH3:31])[CH2:10]3)=[O:30])=[CH:17][CH:18]=2)=[CH:27][C:26]=1[O:28][CH:33]([C:35]1[CH:40]=[CH:39][CH:38]=[C:37]([C:41]([F:42])([F:43])[F:44])[CH:36]=1)[CH3:34]. The yield is 0.257. (3) The reactants are [CH2:1]([N:8]1[CH2:13][CH2:12][CH:11]([NH:14][C:15]2[C:20]([C:21]([NH2:23])=[O:22])=[CH:19][N:18]=[C:17]3[N:24]([CH2:27][O:28][CH2:29][CH2:30][Si:31]([CH3:34])([CH3:33])[CH3:32])[CH:25]=[CH:26][C:16]=23)[CH2:10][CH2:9]1)[C:2]1[CH:7]=[CH:6][CH:5]=[CH:4][CH:3]=1.[C:35](N1C=CN=C1)(N1C=CN=C1)=[O:36].[Cl-].[Na+]. The catalyst is CN(C)C(=O)C. The product is [CH2:1]([N:8]1[CH2:13][CH2:12][CH:11]([N:14]2[C:15]3[C:16]4[CH:26]=[CH:25][N:24]([CH2:27][O:28][CH2:29][CH2:30][Si:31]([CH3:34])([CH3:33])[CH3:32])[C:17]=4[N:18]=[CH:19][C:20]=3[C:21](=[O:22])[NH:23][C:35]2=[O:36])[CH2:10][CH2:9]1)[C:2]1[CH:7]=[CH:6][CH:5]=[CH:4][CH:3]=1. The yield is 0.700. (4) The reactants are [Br:1][C:2]1[CH:3]=[C:4]2[C:8](=[C:9]([C:11]([O:13][CH3:14])=[O:12])[CH:10]=1)[N:7](C(OC(C)(C)C)=O)[CH2:6][CH2:5]2.ClCCl.[OH-].[Na+]. The catalyst is FC(F)(F)C(O)=O. The product is [Br:1][C:2]1[CH:3]=[C:4]2[C:8](=[C:9]([C:11]([O:13][CH3:14])=[O:12])[CH:10]=1)[NH:7][CH2:6][CH2:5]2. The yield is 1.00.